This data is from Full USPTO retrosynthesis dataset with 1.9M reactions from patents (1976-2016). The task is: Predict the reactants needed to synthesize the given product. (1) Given the product [N+:27]([C:30]1[CH:35]=[CH:34][C:33]([S:36][CH:2]2[CH2:7][CH2:6][N:5]([C:8]([O:10][C:11]([CH3:14])([CH3:13])[CH3:12])=[O:9])[CH2:4][CH2:3]2)=[CH:32][CH:31]=1)([O-:29])=[O:28], predict the reactants needed to synthesize it. The reactants are: O[CH:2]1[CH2:7][CH2:6][N:5]([C:8]([O:10][C:11]([CH3:14])([CH3:13])[CH3:12])=[O:9])[CH2:4][CH2:3]1.C(N(CC)CC)C.CS(Cl)(=O)=O.[N+:27]([C:30]1[CH:35]=[CH:34][C:33]([SH:36])=[CH:32][CH:31]=1)([O-:29])=[O:28]. (2) Given the product [C:1]([O:5][C:6](=[O:37])[NH:7][C:8]1[N:9]=[CH:10][C:11]([C:14]2[N:15]=[C:16]([N:31]3[CH2:32][CH2:33][O:34][CH2:35][CH2:36]3)[C:17]3[N:23]=[CH:22][C:21]([C:24]4[CH:29]=[CH:28][CH:27]=[C:26]([NH:30][S:51]([C:48]5[CH:49]=[CH:50][C:45]([F:44])=[CH:46][CH:47]=5)(=[O:53])=[O:52])[CH:25]=4)=[CH:20][C:18]=3[N:19]=2)=[CH:12][N:13]=1)([CH3:4])([CH3:2])[CH3:3], predict the reactants needed to synthesize it. The reactants are: [C:1]([O:5][C:6](=[O:37])[NH:7][C:8]1[N:13]=[CH:12][C:11]([C:14]2[N:15]=[C:16]([N:31]3[CH2:36][CH2:35][O:34][CH2:33][CH2:32]3)[C:17]3[N:23]=[CH:22][C:21]([C:24]4[CH:29]=[CH:28][CH:27]=[C:26]([NH2:30])[CH:25]=4)=[CH:20][C:18]=3[N:19]=2)=[CH:10][N:9]=1)([CH3:4])([CH3:3])[CH3:2].N1C=CC=CC=1.[F:44][C:45]1[CH:50]=[CH:49][C:48]([S:51](Cl)(=[O:53])=[O:52])=[CH:47][CH:46]=1. (3) The reactants are: Cl.Cl[C:3]1C=C(NN)C=CC=1.[Cl:11][C:12]1[CH:13]=[C:14]([N:19]2[C:23]([C:24]3[CH:29]=[C:28]([F:30])[CH:27]=[C:26](Cl)[CH:25]=3)=[CH:22][C:21]([C:32]([O:34][CH2:35][CH3:36])=[O:33])=[N:20]2)[CH:15]=[CH:16][C:17]=1F. Given the product [Cl:11][C:12]1[CH:13]=[C:14]([N:19]2[C:23]([C:24]3[CH:25]=[C:26]([CH3:3])[CH:27]=[C:28]([F:30])[CH:29]=3)=[CH:22][C:21]([C:32]([O:34][CH2:35][CH3:36])=[O:33])=[N:20]2)[CH:15]=[CH:16][CH:17]=1, predict the reactants needed to synthesize it. (4) Given the product [Br:1][C:2]1[CH:11]=[C:10]([CH3:12])[C:9]([I:13])=[CH:8][C:3]=1[C:4]([O:6][CH3:7])=[O:5], predict the reactants needed to synthesize it. The reactants are: [Br:1][C:2]1[CH:11]=[C:10]([CH3:12])[CH:9]=[CH:8][C:3]=1[C:4]([O:6][CH3:7])=[O:5].[I:13]I.S(=O)(=O)(O)O. (5) Given the product [CH3:7][C:5]1[N:6]=[C:2]([N:9]2[CH2:14][CH2:13][NH:12][CH2:11][CH2:10]2)[S:3][C:4]=1[CH3:8], predict the reactants needed to synthesize it. The reactants are: I[C:2]1[S:3][C:4]([CH3:8])=[C:5]([CH3:7])[N:6]=1.[NH:9]1[CH2:14][CH2:13][NH:12][CH2:11][CH2:10]1. (6) Given the product [C:1]([O:5][C:6]([N:8]1[CH2:20][CH2:19][C:18]2[C:17]3[C:12](=[CH:13][CH:14]=[C:15]([O:21][Si:22]([CH:23]([CH3:24])[CH3:25])([CH:26]([CH3:28])[CH3:27])[CH:29]([CH3:31])[CH3:30])[CH:16]=3)[N:11]([CH3:32])[C:10]=2[CH2:9]1)=[O:7])([CH3:3])([CH3:4])[CH3:2], predict the reactants needed to synthesize it. The reactants are: [C:1]([O:5][C:6]([N:8]1[CH2:20][CH2:19][C:18]2[C:17]3[C:12](=[CH:13][CH:14]=[C:15]([O:21][Si:22]([CH:29]([CH3:31])[CH3:30])([CH:26]([CH3:28])[CH3:27])[CH:23]([CH3:25])[CH3:24])[CH:16]=3)[NH:11][C:10]=2[CH2:9]1)=[O:7])([CH3:4])([CH3:3])[CH3:2].[CH3:32]C(C)([O-])C.[K+].C1OCCOCCOCCOCCOCCOC1.IC.N1C2C(=CC=CC=2)C=C1.